Dataset: Forward reaction prediction with 1.9M reactions from USPTO patents (1976-2016). Task: Predict the product of the given reaction. Given the reactants [C:1]1([C:7]2[CH:8]=[CH:9][N:10]3[C:15]=2[C:14]([NH:16][CH2:17][C:18]2[CH:23]=[CH:22][CH:21]=[CH:20][N:19]=2)=[N:13][C:12]([C:24]2[CH:25]=[N:26][CH:27]=[C:28]([CH:31]=2)[C:29]#[N:30])=[N:11]3)[CH:6]=[CH:5][CH:4]=[CH:3][CH:2]=1.C([OH:36])(C)(C)C.CC(C)([O-])C.[K+], predict the reaction product. The product is: [C:1]1([C:7]2[CH:8]=[CH:9][N:10]3[C:15]=2[C:14]([NH:16][CH2:17][C:18]2[CH:23]=[CH:22][CH:21]=[CH:20][N:19]=2)=[N:13][C:12]([C:24]2[CH:25]=[N:26][CH:27]=[C:28]([CH:31]=2)[C:29]([NH2:30])=[O:36])=[N:11]3)[CH:6]=[CH:5][CH:4]=[CH:3][CH:2]=1.